Task: Predict the product of the given reaction.. Dataset: Forward reaction prediction with 1.9M reactions from USPTO patents (1976-2016) Given the reactants C[O:2][C:3](=[O:29])/[CH:4]=[CH:5]/[C:6]1[CH:11]=[C:10]([O:12][C:13]2[CH:18]=[CH:17][C:16]([NH:19][C:20](=[O:27])[C:21]3[CH:26]=[CH:25][CH:24]=[CH:23][CH:22]=3)=[CH:15][CH:14]=2)[CH:9]=[CH:8][C:7]=1[NH2:28].[CH:30]([O:33][C:34]1[CH:42]=[CH:41][C:37]([C:38](Cl)=[O:39])=[CH:36][CH:35]=1)([CH3:32])[CH3:31], predict the reaction product. The product is: [C:20]([NH:19][C:16]1[CH:17]=[CH:18][C:13]([O:12][C:10]2[CH:9]=[CH:8][C:7]([NH:28][C:38](=[O:39])[C:37]3[CH:41]=[CH:42][C:34]([O:33][CH:30]([CH3:32])[CH3:31])=[CH:35][CH:36]=3)=[C:6](/[CH:5]=[CH:4]/[C:3]([OH:29])=[O:2])[CH:11]=2)=[CH:14][CH:15]=1)(=[O:27])[C:21]1[CH:22]=[CH:23][CH:24]=[CH:25][CH:26]=1.